Task: Regression/Classification. Given a drug SMILES string, predict its absorption, distribution, metabolism, or excretion properties. Task type varies by dataset: regression for continuous measurements (e.g., permeability, clearance, half-life) or binary classification for categorical outcomes (e.g., BBB penetration, CYP inhibition). For this dataset (ppbr_az), we predict Y.. Dataset: Plasma protein binding rate (PPBR) regression data from AstraZeneca (1) The Y is 97.1 %. The molecule is COc1cc(OC)c(S(=O)(=O)N2c3ccccc3CCC2C)cc1NC(=O)CSc1ccncc1. (2) The drug is CN(C)CCCN1c2ccccc2CCc2ccc(Cl)cc21. The Y is 96.3 %. (3) The molecule is CN(c1ccccc1)S(=O)(=O)c1ccc(NC(=O)C(C)(O)C(F)(F)F)cc1. The Y is 97.7 %.